This data is from Oral bioavailability binary classification data from Ma et al.. The task is: Regression/Classification. Given a drug SMILES string, predict its absorption, distribution, metabolism, or excretion properties. Task type varies by dataset: regression for continuous measurements (e.g., permeability, clearance, half-life) or binary classification for categorical outcomes (e.g., BBB penetration, CYP inhibition). Dataset: bioavailability_ma. (1) The molecule is N[C@@H](Cc1ccc(O)c(O)c1)C(=O)O. The result is 1 (high bioavailability). (2) The compound is C#C[C@]1(O)C=C[C@H]2[C@@H]3CCC4=CC(=O)CC[C@@H]4[C@H]3CC[C@@]21CC. The result is 1 (high bioavailability).